This data is from Forward reaction prediction with 1.9M reactions from USPTO patents (1976-2016). The task is: Predict the product of the given reaction. (1) Given the reactants [CH3:1][N:2]([CH3:41])[C:3]1[N:8]=[CH:7][C:6]([C:9]2[CH:14]=[CH:13][C:12]([CH2:15][CH:16]3[C:25]4[C:20](=[CH:21][C:22]([O:26]CC5C=CC=CC=5)=[CH:23][CH:24]=4)[CH2:19][CH2:18][N:17]3[C:34]3[CH:39]=[CH:38][C:37]([F:40])=[CH:36][CH:35]=3)=[CH:11][CH:10]=2)=[CH:5][CH:4]=1.[B-](Br)(Br)(Br)[S+](C)C, predict the reaction product. The product is: [CH3:41][N:2]([CH3:1])[C:3]1[N:8]=[CH:7][C:6]([C:9]2[CH:10]=[CH:11][C:12]([CH2:15][CH:16]3[C:25]4[C:20](=[CH:21][C:22]([OH:26])=[CH:23][CH:24]=4)[CH2:19][CH2:18][N:17]3[C:34]3[CH:39]=[CH:38][C:37]([F:40])=[CH:36][CH:35]=3)=[CH:13][CH:14]=2)=[CH:5][CH:4]=1. (2) Given the reactants [C:1]([NH:20][C@@H:21]1[CH2:25][CH2:24][CH2:23][C@H:22]1[OH:26])([C:14]1[CH:19]=[CH:18][CH:17]=[CH:16][CH:15]=1)([C:8]1[CH:13]=[CH:12][CH:11]=[CH:10][CH:9]=1)[C:2]1[CH:7]=[CH:6][CH:5]=[CH:4][CH:3]=1.[H-].[Na+].[Cl:29][C:30]1[CH:37]=[CH:36][C:33]([CH2:34]Br)=[CH:32][CH:31]=1.[I-].[Na+], predict the reaction product. The product is: [Cl:29][C:30]1[CH:37]=[CH:36][C:33]([CH2:34][O:26][C@@H:22]2[CH2:23][CH2:24][CH2:25][C@H:21]2[NH:20][C:1]([C:8]2[CH:13]=[CH:12][CH:11]=[CH:10][CH:9]=2)([C:14]2[CH:15]=[CH:16][CH:17]=[CH:18][CH:19]=2)[C:2]2[CH:3]=[CH:4][CH:5]=[CH:6][CH:7]=2)=[CH:32][CH:31]=1. (3) Given the reactants [C:1]([C:3]1[CH:8]=[CH:7][C:6]([N:9]([CH2:14][C:15]([F:18])([F:17])[F:16])[CH2:10][C:11](O)=[O:12])=[CH:5][C:4]=1[C:19]([F:22])([F:21])[F:20])#[N:2].CCN=C=NCCCN(C)C.Cl.[C:35](=[N:43]O)([NH2:42])[C:36]1[CH:41]=[CH:40][CH:39]=[CH:38][CH:37]=1, predict the reaction product. The product is: [C:36]1([C:35]2[N:43]=[C:11]([CH2:10][N:9]([CH2:14][C:15]([F:18])([F:16])[F:17])[C:6]3[CH:7]=[CH:8][C:3]([C:1]#[N:2])=[C:4]([C:19]([F:22])([F:21])[F:20])[CH:5]=3)[O:12][N:42]=2)[CH:41]=[CH:40][CH:39]=[CH:38][CH:37]=1. (4) Given the reactants [NH2:1][C:2]1[CH:7]=[C:6](OC)[CH:5]=[CH:4][C:3]=1[C:10]([C:12]1[CH:17]=[CH:16][CH:15]=[CH:14][C:13]=1[F:18])=[O:11].[CH:19](C1C=CC(N)=CC=1)([CH3:21])[CH3:20].FC1C=CC=CC=1C#N, predict the reaction product. The product is: [NH2:1][C:2]1[CH:7]=[CH:6][C:5]([CH:19]([CH3:21])[CH3:20])=[CH:4][C:3]=1[C:10]([C:12]1[CH:17]=[CH:16][CH:15]=[CH:14][C:13]=1[F:18])=[O:11].